The task is: Predict the reaction yield, written as a fraction of the theoretical maximum amount of product (1.0 means a 100% yield; for example, 0.34 means a 34% yield).. This data is from Reaction yield outcomes from USPTO patents with 853,638 reactions. (1) The reactants are Br[C:2]1[S:6][C:5]([NH:7][C:8]([NH:10][C:11]2[C:16]([CH3:17])=[CH:15][C:14]([CH3:18])=[CH:13][C:12]=2[CH3:19])=[O:9])=[C:4]([C:20]([O:22][C:23]([CH3:26])([CH3:25])[CH3:24])=[O:21])[CH:3]=1.[CH3:27][O:28][C:29]1[CH:34]=[CH:33][C:32](B(O)O)=[CH:31][CH:30]=1.C([O-])([O-])=O.[Na+].[Na+]. The catalyst is COCCOC.Cl[Pd](Cl)([P](C1C=CC=CC=1)(C1C=CC=CC=1)C1C=CC=CC=1)[P](C1C=CC=CC=1)(C1C=CC=CC=1)C1C=CC=CC=1. The product is [CH3:27][O:28][C:29]1[CH:34]=[CH:33][C:32]([C:2]2[S:6][C:5]([NH:7][C:8]([NH:10][C:11]3[C:16]([CH3:17])=[CH:15][C:14]([CH3:18])=[CH:13][C:12]=3[CH3:19])=[O:9])=[C:4]([C:20]([O:22][C:23]([CH3:26])([CH3:25])[CH3:24])=[O:21])[CH:3]=2)=[CH:31][CH:30]=1. The yield is 0.380. (2) The reactants are FC(F)(F)C1C=C(NC(=O)NC2C=CC(C3SC(CCC(OC)=O)=NC=3)=CC=2)C=CC=1.[NH2:32][C:33]1[CH:38]=[CH:37][C:36]([C:39]2[S:43][C:42]([CH:44]3[CH2:49][CH2:48][CH:47]([C:50]([O:52][CH3:53])=[O:51])[CH2:46][CH2:45]3)=[N:41][CH:40]=2)=[CH:35][CH:34]=1.[N:54]([C:57]1[CH:62]=[CH:61][C:60]([O:63][CH3:64])=[CH:59][CH:58]=1)=[C:55]=[S:56]. No catalyst specified. The product is [CH3:64][O:63][C:60]1[CH:61]=[CH:62][C:57]([NH:54][C:55](=[S:56])[NH:32][C:33]2[CH:34]=[CH:35][C:36]([C:39]3[S:43][C:42]([CH:44]4[CH2:45][CH2:46][CH:47]([C:50]([O:52][CH3:53])=[O:51])[CH2:48][CH2:49]4)=[N:41][CH:40]=3)=[CH:37][CH:38]=2)=[CH:58][CH:59]=1. The yield is 0.830.